From a dataset of Reaction yield outcomes from USPTO patents with 853,638 reactions. Predict the reaction yield, written as a fraction of the theoretical maximum amount of product (1.0 means a 100% yield; for example, 0.34 means a 34% yield). (1) The reactants are [CH3:1][N:2]1[C:6]2[CH:7]=[CH:8][C:9]([C:11]3[CH:16]=[CH:15][C:14]([C:17]([N:19]4[CH2:24][CH2:23][N:22]([C:25]([C:27]5([NH:30]C(=O)OC(C)(C)C)[CH2:29][CH2:28]5)=[O:26])[CH2:21][CH2:20]4)=[O:18])=[CH:13][CH:12]=3)=[CH:10][C:5]=2[N:4]=[CH:3]1. The catalyst is ClCCl. The product is [NH2:30][C:27]1([C:25]([N:22]2[CH2:21][CH2:20][N:19]([C:17]([C:14]3[CH:13]=[CH:12][C:11]([C:9]4[CH:8]=[CH:7][C:6]5[N:2]([CH3:1])[CH:3]=[N:4][C:5]=5[CH:10]=4)=[CH:16][CH:15]=3)=[O:18])[CH2:24][CH2:23]2)=[O:26])[CH2:29][CH2:28]1. The yield is 0.150. (2) The reactants are C(N1C=CN=C1)(N1C=CN=C1)=O.[C:13]([O:17][C:18]([NH:20][CH2:21][CH2:22][CH2:23][CH2:24][C:25]1[CH:33]=[CH:32][C:28]([C:29]([OH:31])=O)=[CH:27][CH:26]=1)=[O:19])([CH3:16])([CH3:15])[CH3:14].[CH2:34]([CH2:36][NH2:37])[OH:35]. The catalyst is C1COCC1. The product is [C:13]([O:17][C:18](=[O:19])[NH:20][CH2:21][CH2:22][CH2:23][CH2:24][C:25]1[CH:26]=[CH:27][C:28]([C:29](=[O:31])[NH:37][CH2:36][CH2:34][OH:35])=[CH:32][CH:33]=1)([CH3:14])([CH3:15])[CH3:16]. The yield is 0.710. (3) The reactants are [H-].[Na+].[F:3][C:4]1[CH:5]=[C:6]([C:10]2[C:14]([CH2:15][OH:16])=[C:13]([CH3:17])[O:12][N:11]=2)[CH:7]=[CH:8][CH:9]=1.Cl[C:19]1[CH:28]=[CH:27][C:22]([C:23]([O:25][CH3:26])=[O:24])=[CH:21][N:20]=1.[Cl-].[Na+]. The catalyst is C1COCC1. The product is [CH3:26][O:25][C:23](=[O:24])[C:22]1[CH:27]=[CH:28][C:19]([O:16][CH2:15][C:14]2[C:10]([C:6]3[CH:7]=[CH:8][CH:9]=[C:4]([F:3])[CH:5]=3)=[N:11][O:12][C:13]=2[CH3:17])=[N:20][CH:21]=1. The yield is 0.680. (4) The reactants are [F:1][C:2]1[CH:7]=[CH:6][CH:5]=[C:4]([F:8])[C:3]=1[N:9]1[C:14]2[N:15]=[C:16](S(C)(=O)=O)[N:17]=[C:18]([C:19]3[CH:20]=[C:21]([CH:28]=[CH:29][C:30]=3[CH3:31])[C:22]([NH:24][CH2:25][CH2:26][CH3:27])=[O:23])[C:13]=2[CH2:12][NH:11][C:10]1=[O:36].[NH2:37][CH2:38][CH2:39][C:40]([OH:42])=[O:41].C(N(CC)CC)C. The product is [F:1][C:2]1[CH:7]=[CH:6][CH:5]=[C:4]([F:8])[C:3]=1[N:9]1[C:14]2[N:15]=[C:16]([NH:37][CH2:38][CH2:39][C:40]([OH:42])=[O:41])[N:17]=[C:18]([C:19]3[CH:20]=[C:21]([C:22]([NH:24][CH2:25][CH2:26][CH3:27])=[O:23])[CH:28]=[CH:29][C:30]=3[CH3:31])[C:13]=2[CH2:12][NH:11][C:10]1=[O:36]. The catalyst is CN(C=O)C. The yield is 0.430. (5) The product is [C:30]([C:9]1[N:10]=[C:11]([C:15]2[CH:16]=[CH:17][C:18]([B:21]([OH:25])[OH:22])=[CH:19][CH:20]=2)[C:12]([CH3:14])=[N:13][C:8]=1[CH3:7])(=[O:31])[NH2:32]. The yield is 0.860. The reactants are I([O-])(=O)(=O)=O.[Na+].[CH3:7][C:8]1[C:9]([C:30]([NH2:32])=[O:31])=[N:10][C:11]([C:15]2[CH:20]=[CH:19][C:18]([B:21]3[O:25]C(C)(C)C(C)(C)[O:22]3)=[CH:17][CH:16]=2)=[C:12]([CH3:14])[N:13]=1.Cl. The catalyst is C1COCC1.O. (6) The reactants are C(N(CC)CC)C.C(O)=O.ClC1C=CC=CC=1.[C:18]([NH:21][CH:22]([C:28](=[O:44])[CH2:29][CH2:30][CH2:31][CH2:32][CH2:33][CH2:34][CH2:35][CH2:36][CH2:37][CH2:38][CH2:39][CH2:40][CH2:41][CH2:42][CH3:43])[C:23]([O:25][CH2:26][CH3:27])=[O:24])(=[O:20])[CH3:19]. The catalyst is O. The product is [C:18]([NH:21][C@H:22]([C@H:28]([OH:44])[CH2:29][CH2:30][CH2:31][CH2:32][CH2:33][CH2:34][CH2:35][CH2:36][CH2:37][CH2:38][CH2:39][CH2:40][CH2:41][CH2:42][CH3:43])[C:23]([O:25][CH2:26][CH3:27])=[O:24])(=[O:20])[CH3:19]. The yield is 0.960.